This data is from Forward reaction prediction with 1.9M reactions from USPTO patents (1976-2016). The task is: Predict the product of the given reaction. (1) Given the reactants [Cl:1][C:2]1[C:7]([CH2:8][OH:9])=[CH:6][CH:5]=[CH:4][N:3]=1, predict the reaction product. The product is: [Cl:1][C:2]1[C:7]([CH:8]=[O:9])=[CH:6][CH:5]=[CH:4][N:3]=1. (2) Given the reactants [N:1]1([S:7]([C:10]2[CH:11]=[C:12]([NH:16][C:17](=[O:32])[CH2:18][C:19]([NH:21][C:22]3[CH:27]=[CH:26][CH:25]=[C:24]([C:28]([F:31])([F:30])[F:29])[CH:23]=3)=[O:20])[CH:13]=[CH:14][CH:15]=2)(=[O:9])=[O:8])[CH2:6][CH2:5][O:4][CH2:3][CH2:2]1.[F:33][C:34]([F:44])([F:43])[C:35]1[CH:36]=[C:37]([CH:40]=[CH:41][CH:42]=1)[CH:38]=O, predict the reaction product. The product is: [F:33][C:34]([F:43])([F:44])[C:35]1[CH:36]=[C:37]([CH:40]=[CH:41][CH:42]=1)[CH:38]=[C:18]([C:19]([NH:21][C:22]1[CH:27]=[CH:26][CH:25]=[C:24]([C:28]([F:29])([F:30])[F:31])[CH:23]=1)=[O:20])[C:17]([NH:16][C:12]1[CH:13]=[CH:14][CH:15]=[C:10]([S:7]([N:1]2[CH2:6][CH2:5][O:4][CH2:3][CH2:2]2)(=[O:8])=[O:9])[CH:11]=1)=[O:32]. (3) Given the reactants [F:1][C:2]1([F:34])[CH2:7][CH2:6][N:5]([C:8]2[C:13]([N+:14]([O-])=O)=[CH:12][C:11]([NH:17][C:18]3[N:23]=[C:22]([N:24]4[CH:28]=[C:27]([CH:29]=O)[C:26]([CH3:31])=[N:25]4)[CH:21]=[CH:20][N:19]=3)=[C:10]([O:32][CH3:33])[CH:9]=2)[CH2:4][CH2:3]1.Cl.[NH:36]1[CH2:39][CH2:38][CH2:37]1, predict the reaction product. The product is: [N:36]1([CH2:29][C:27]2[C:26]([CH3:31])=[N:25][N:24]([C:22]3[CH:21]=[CH:20][N:19]=[C:18]([NH:17][C:11]4[C:10]([O:32][CH3:33])=[CH:9][C:8]([N:5]5[CH2:6][CH2:7][C:2]([F:34])([F:1])[CH2:3][CH2:4]5)=[C:13]([NH:14][C:10](=[O:32])[CH:9]=[CH2:8])[CH:12]=4)[N:23]=3)[CH:28]=2)[CH2:39][CH2:38][CH2:37]1.